This data is from Forward reaction prediction with 1.9M reactions from USPTO patents (1976-2016). The task is: Predict the product of the given reaction. (1) Given the reactants FC(F)(F)S(O[C:7]1[CH:12]=[CH:11][C:10]([O:13][CH3:14])=[CH:9][CH:8]=1)(=O)=O.[C:17]1(B(O)O)[CH:22]=[CH:21][CH:20]=[CH:19][CH:18]=1.[F-].[K+], predict the reaction product. The product is: [CH3:14][O:13][C:10]1[CH:11]=[CH:12][C:7]([C:17]2[CH:22]=[CH:21][CH:20]=[CH:19][CH:18]=2)=[CH:8][CH:9]=1. (2) Given the reactants [CH2:1]([N:5]1[C:13]2[N:12]=[C:11]([Cl:14])[N:10](CC=C)[C:9]=2[C:8](=[O:18])[NH:7][C:6]1=[O:19])[CH2:2][CH2:3][CH3:4].N1CCOCC1, predict the reaction product. The product is: [CH2:1]([N:5]1[C:13]2[N:12]=[C:11]([Cl:14])[NH:10][C:9]=2[C:8](=[O:18])[NH:7][C:6]1=[O:19])[CH2:2][CH2:3][CH3:4]. (3) Given the reactants [F:1][CH:2]([F:39])[C:3]1[CH:8]=[CH:7][N:6]=[C:5]([NH:9][C:10]2[N:15]=[C:14]([C:16]3[CH:17]=[N:18][C:19]([C@@:22]([C@H:25]4[CH2:30][CH2:29][C@H:28]([C:31]([O:33][CH2:34][CH2:35][S:36][CH3:37])=[O:32])[CH2:27][CH2:26]4)([OH:24])[CH3:23])=[CH:20][CH:21]=3)[CH:13]=[C:12]([CH3:38])[CH:11]=2)[CH:4]=1.C1C=C(Cl)C=C(C(OO)=[O:48])C=1, predict the reaction product. The product is: [F:39][CH:2]([F:1])[C:3]1[CH:8]=[CH:7][N:6]=[C:5]([NH:9][C:10]2[N:15]=[C:14]([C:16]3[CH:17]=[N:18][C:19]([C@@:22]([C@H:25]4[CH2:26][CH2:27][C@H:28]([C:31]([O:33][CH2:34][CH2:35][S@@:36]([CH3:37])=[O:48])=[O:32])[CH2:29][CH2:30]4)([OH:24])[CH3:23])=[CH:20][CH:21]=3)[CH:13]=[C:12]([CH3:38])[CH:11]=2)[CH:4]=1.[F:39][CH:2]([F:1])[C:3]1[CH:8]=[CH:7][N:6]=[C:5]([NH:9][C:10]2[N:15]=[C:14]([C:16]3[CH:17]=[N:18][C:19]([C@@:22]([C@H:25]4[CH2:26][CH2:27][C@H:28]([C:31]([O:33][CH2:34][CH2:35][S@:36]([CH3:37])=[O:48])=[O:32])[CH2:29][CH2:30]4)([OH:24])[CH3:23])=[CH:20][CH:21]=3)[CH:13]=[C:12]([CH3:38])[CH:11]=2)[CH:4]=1. (4) Given the reactants [CH2:1]([O:3][CH:4]([O:13][CH2:14][CH3:15])[C:5](=O)[CH2:6][C:7](OCC)=[O:8])[CH3:2].C(=O)(O)O.[NH2:20][C:21]([NH2:23])=[NH:22], predict the reaction product. The product is: [NH2:22][C:21]1[NH:23][C:7](=[O:8])[CH:6]=[C:5]([CH:4]([O:13][CH2:14][CH3:15])[O:3][CH2:1][CH3:2])[N:20]=1. (5) Given the reactants [F:1][C:2]1[CH:3]=[C:4]([CH:29]=[CH:30][C:31]=1[F:32])[C:5]([N:7]=[C:8]([NH:23][C@@H:24]([CH3:28])[CH2:25][O:26][CH3:27])[NH:9][C:10]1[C:18]2[C:13](=[CH:14][C:15]([C:19]([F:22])([F:21])[F:20])=[CH:16][CH:17]=2)[NH:12][N:11]=1)=[O:6].CCN(C(C)C)C(C)C.Cl[C:43]([O:45][CH2:46][CH3:47])=[O:44], predict the reaction product. The product is: [F:1][C:2]1[CH:3]=[C:4]([CH:29]=[CH:30][C:31]=1[F:32])[C:5]([N:7]=[C:8]([NH:23][C@@H:24]([CH3:28])[CH2:25][O:26][CH3:27])[NH:9][C:10]1[C:18]2[C:13](=[CH:14][C:15]([C:19]([F:20])([F:21])[F:22])=[CH:16][CH:17]=2)[N:12]([C:43]([O:45][CH2:46][CH3:47])=[O:44])[N:11]=1)=[O:6].